This data is from Catalyst prediction with 721,799 reactions and 888 catalyst types from USPTO. The task is: Predict which catalyst facilitates the given reaction. Reactant: [C:1]([OH:4])(=[O:3])[CH3:2].[CH:5]1([N:8]2[CH2:13][CH2:12][CH:11]([NH:14][C@@H:15]3[CH2:17][C@H:16]3[C:18]3[CH:19]=[C:20]([CH:30]=[CH:31][CH:32]=3)[C:21]([NH:23][C:24]3[S:25][C:26]([CH3:29])=[N:27][N:28]=3)=[O:22])[CH2:10][CH2:9]2)[CH2:7][CH2:6]1.C(OC(N[C@@H]1C[C@H]1C1[CH:45]=[C:46](C=CC=1)[C:47]([O:49]C)=[O:48])=O)(C)(C)C.[C:54](=[O:57])([O-:56])O.[Na+]. Product: [C:47]([OH:49])(=[O:48])/[CH:46]=[CH:2]/[C:1]([OH:4])=[O:3].[C:47]([OH:49])(=[O:48])/[CH:46]=[CH:45]/[C:54]([OH:56])=[O:57].[CH:5]1([N:8]2[CH2:13][CH2:12][CH:11]([NH:14][C@@H:15]3[CH2:17][C@H:16]3[C:18]3[CH:19]=[C:20]([CH:30]=[CH:31][CH:32]=3)[C:21]([NH:23][C:24]3[S:25][C:26]([CH3:29])=[N:27][N:28]=3)=[O:22])[CH2:10][CH2:9]2)[CH2:7][CH2:6]1. The catalyst class is: 6.